Dataset: Full USPTO retrosynthesis dataset with 1.9M reactions from patents (1976-2016). Task: Predict the reactants needed to synthesize the given product. (1) The reactants are: [NH2:1][C:2]1[CH:11]=[C:10]([O:12][CH3:13])[C:9]([O:14][CH2:15][C:16]2[CH:21]=[CH:20][CH:19]=[CH:18][CH:17]=2)=[CH:8][C:3]=1[C:4](OC)=[O:5].[CH:22]([NH2:24])=O.C[O-].[Na+].Cl. Given the product [CH2:15]([O:14][C:9]1[CH:8]=[C:3]2[C:2](=[CH:11][C:10]=1[O:12][CH3:13])[N:1]=[CH:22][NH:24][C:4]2=[O:5])[C:16]1[CH:21]=[CH:20][CH:19]=[CH:18][CH:17]=1, predict the reactants needed to synthesize it. (2) The reactants are: N[C:2]1[N:3]=[CH:4][C:5]([CH2:15][OH:16])=[N:6][C:7]=1[C:8]1[C:12]([CH3:14])([CH3:13])[CH2:11][CH2:10][CH:9]=1.[I:17]I.[O-]S([O-])(=S)=O.[Na+].[Na+]. Given the product [CH3:13][C:12]1([CH3:14])[C:8]([C:7]2[N:6]=[C:5]([CH2:15][OH:16])[CH:4]=[N:3][C:2]=2[I:17])=[CH:9][CH2:10][CH2:11]1, predict the reactants needed to synthesize it. (3) Given the product [CH3:1][O:2][C:3]1[CH:4]=[C:5]2[C:10](=[CH:11][C:12]=1[O:13][CH3:14])[N:9]=[CH:8][CH:7]=[C:6]2[O:15][C:16]1[CH:22]=[CH:21][C:19]([NH:20][C:40](=[O:42])[O:57][CH:55]([C:54]2[CH:58]=[CH:59][CH:60]=[C:52]([Br:51])[CH:53]=2)[CH3:56])=[C:18]([CH3:23])[C:17]=1[CH3:24], predict the reactants needed to synthesize it. The reactants are: [CH3:1][O:2][C:3]1[CH:4]=[C:5]2[C:10](=[CH:11][C:12]=1[O:13][CH3:14])[N:9]=[CH:8][CH:7]=[C:6]2[O:15][C:16]1[CH:22]=[CH:21][C:19]([NH2:20])=[C:18]([CH3:23])[C:17]=1[CH3:24].C1(C)C=CC=CC=1.C(N(CC)CC)C.Cl[C:40](Cl)([O:42]C(=O)OC(Cl)(Cl)Cl)Cl.[Br:51][C:52]1[CH:53]=[C:54]([CH:58]=[CH:59][CH:60]=1)[CH:55]([OH:57])[CH3:56]. (4) Given the product [C:1]([O:5][CH:6]([C:10]1[N:14]([CH3:15])[N:13]=[C:12]([CH:16]2[CH2:20][CH2:19][CH2:18][CH2:17]2)[C:11]=1[C:21]1[CH:22]=[CH:23][C:24]2[O:29][CH2:28][CH2:27][CH2:26][C:25]=2[CH:30]=1)[C:7]([OH:9])=[O:8])([CH3:4])([CH3:2])[CH3:3], predict the reactants needed to synthesize it. The reactants are: [C:1]([O:5][CH:6]([C:10]1[N:14]([CH3:15])[N:13]=[C:12]([C:16]2[CH2:20][CH2:19][CH2:18][CH:17]=2)[C:11]=1[C:21]1[CH:22]=[CH:23][C:24]2[O:29][CH2:28][CH2:27][CH2:26][C:25]=2[CH:30]=1)[C:7]([OH:9])=[O:8])([CH3:4])([CH3:3])[CH3:2]. (5) Given the product [C:24]([O:23][C:21](=[O:28])[NH:22][C:14]1[CH:15]=[C:16]([Cl:17])[C:11]([C:9]2[S:8][C:7]3[C:2]([Cl:1])=[N:3][CH:4]=[C:5]([F:20])[C:6]=3[N:10]=2)=[C:12]([Cl:19])[CH:13]=1)([CH3:27])([CH3:26])[CH3:25], predict the reactants needed to synthesize it. The reactants are: [Cl:1][C:2]1[C:7]2[S:8][C:9]([C:11]3[C:16]([Cl:17])=[CH:15][C:14](I)=[CH:13][C:12]=3[Cl:19])=[N:10][C:6]=2[C:5]([F:20])=[CH:4][N:3]=1.[C:21](=[O:28])([O:23][C:24]([CH3:27])([CH3:26])[CH3:25])[NH2:22].CC1(C)C2C(=C(P(C3C=CC=CC=3)C3C=CC=CC=3)C=CC=2)OC2C(P(C3C=CC=CC=3)C3C=CC=CC=3)=CC=CC1=2.[O-]P([O-])([O-])=O.[K+].[K+].[K+]. (6) Given the product [Cl:1][C:2]1[CH:9]=[CH:8][C:5]([CH:6]([C:29]2[C:28]3[C:32](=[C:24]([CH2:23][S:22][CH3:21])[CH:25]=[CH:26][CH:27]=3)[NH:31][CH:30]=2)[CH:16]2[C:17](=[O:18])[O:19][C:12]([CH3:20])([CH3:11])[O:13][C:14]2=[O:15])=[C:4]([F:10])[CH:3]=1, predict the reactants needed to synthesize it. The reactants are: [Cl:1][C:2]1[CH:9]=[CH:8][C:5]([CH:6]=O)=[C:4]([F:10])[CH:3]=1.[CH3:11][C:12]1([CH3:20])[O:19][C:17](=[O:18])[CH2:16][C:14](=[O:15])[O:13]1.[CH3:21][S:22][CH2:23][C:24]1[CH:25]=[CH:26][CH:27]=[C:28]2[C:32]=1[NH:31][CH:30]=[CH:29]2. (7) Given the product [C:21]1([C:19]([C:13]2[CH:14]=[CH:15][CH:16]=[CH:17][CH:18]=2)=[N:20][C:2]2[S:3][C:4]([C:7]3[CH:12]=[CH:11][CH:10]=[CH:9][CH:8]=3)=[CH:5][CH:6]=2)[CH:22]=[CH:23][CH:24]=[CH:25][CH:26]=1, predict the reactants needed to synthesize it. The reactants are: Br[C:2]1[S:3][C:4]([C:7]2[CH:12]=[CH:11][CH:10]=[CH:9][CH:8]=2)=[CH:5][CH:6]=1.[C:13]1([C:19]([C:21]2[CH:26]=[CH:25][CH:24]=[CH:23][CH:22]=2)=[NH:20])[CH:18]=[CH:17][CH:16]=[CH:15][CH:14]=1.C1C=CC(P(C2C(C3C(P(C4C=CC=CC=4)C4C=CC=CC=4)=CC=C4C=3C=CC=C4)=C3C(C=CC=C3)=CC=2)C2C=CC=CC=2)=CC=1.CC([O-])(C)C.[Na+]. (8) Given the product [C:1]([C@:5]1([CH3:34])[C@@H:18]2[C@@:9]3([CH2:20][CH2:19][C@:16]4([CH2:17]2)[C@@:11]25[C:27]6[C:22](=[CH:23][CH:24]=[C:25]([OH:29])[C:26]=6[O:28][C@@H:10]32)[CH2:21][C@H:15]4[N:14]([CH2:30][CH:31]2[CH2:32][CH2:33]2)[CH2:13][CH2:12]5)[O:8][CH:7]([C:36]2[CH:41]=[CH:40][CH:39]=[CH:38][CH:37]=2)[O:6]1)([CH3:4])([CH3:2])[CH3:3], predict the reactants needed to synthesize it. The reactants are: [C:1]([C@:5]1([CH3:34])[C@@H:18]2[C@@:9]3([CH2:20][CH2:19][C@:16]4([CH2:17]2)[C@@:11]25[C:27]6[C:22](=[CH:23][CH:24]=[C:25]([OH:29])[C:26]=6[O:28][C@@H:10]32)[CH2:21][C@H:15]4[N:14]([CH2:30][CH:31]2[CH2:33][CH2:32]2)[CH2:13][CH2:12]5)[O:8][CH2:7][O:6]1)([CH3:4])([CH3:3])[CH3:2].C(S(C[C:36]1[CH:41]=[CH:40][CH:39]=[CH:38][CH:37]=1)=O)[C:36]1[CH:41]=[CH:40][CH:39]=[CH:38][CH:37]=1. (9) Given the product [CH3:22][N:8]1[C:7](=[O:23])[C:6]2[C:11](=[C:2]([NH:1][C:30](=[O:31])[C:25]3[CH:26]=[CH:27][CH:28]=[CH:29][N:24]=3)[CH:3]=[CH:4][CH:5]=2)[N:10]=[C:9]1[C:12]1[CH:17]=[CH:16][CH:15]=[C:14]([C:18]([F:21])([F:20])[F:19])[CH:13]=1, predict the reactants needed to synthesize it. The reactants are: [NH2:1][C:2]1[CH:3]=[CH:4][CH:5]=[C:6]2[C:11]=1[N:10]=[C:9]([C:12]1[CH:17]=[CH:16][CH:15]=[C:14]([C:18]([F:21])([F:20])[F:19])[CH:13]=1)[N:8]([CH3:22])[C:7]2=[O:23].[N:24]1[CH:29]=[CH:28][CH:27]=[CH:26][C:25]=1[C:30](O)=[O:31].CN(C(ON1N=NC2C=CC=NC1=2)=[N+](C)C)C.F[P-](F)(F)(F)(F)F.CCN(C(C)C)C(C)C.